Dataset: Full USPTO retrosynthesis dataset with 1.9M reactions from patents (1976-2016). Task: Predict the reactants needed to synthesize the given product. The reactants are: [H-].[Na+].[Cl:3][C:4]1[CH:24]=[CH:23][CH:22]=[CH:21][C:5]=1[C:6]([C:8]1[NH:12][CH:11]=[C:10]([C:13](=[O:20])[CH2:14][N:15]([CH2:18][CH3:19])[CH2:16][CH3:17])[CH:9]=1)=[O:7].[CH3:25][S:26][CH2:27][CH2:28]Cl.O. Given the product [Cl:3][C:4]1[CH:24]=[CH:23][CH:22]=[CH:21][C:5]=1[C:6]([C:8]1[N:12]([CH2:25][S:26][CH2:27][CH3:28])[CH:11]=[C:10]([C:13](=[O:20])[CH2:14][N:15]([CH2:16][CH3:17])[CH2:18][CH3:19])[CH:9]=1)=[O:7], predict the reactants needed to synthesize it.